Dataset: Full USPTO retrosynthesis dataset with 1.9M reactions from patents (1976-2016). Task: Predict the reactants needed to synthesize the given product. (1) Given the product [Cl:1][C:2]1[CH:9]=[C:8]([C:10]2[CH:15]=[C:14]([CH:16]([CH:29]3[CH2:23][CH2:24]3)[NH:22][S:19]([CH3:18])(=[O:21])=[O:20])[CH:13]=[N:12][CH:11]=2)[CH:7]=[CH:6][C:3]=1[C:4]#[N:5], predict the reactants needed to synthesize it. The reactants are: [Cl:1][C:2]1[CH:9]=[C:8]([C:10]2[CH:11]=[N:12][CH:13]=[C:14]([CH:16]=O)[CH:15]=2)[CH:7]=[CH:6][C:3]=1[C:4]#[N:5].[CH3:18][S:19]([NH2:22])(=[O:21])=[O:20].[C:23]1([CH3:29])C=CC=C[CH:24]=1. (2) Given the product [CH3:1][O:2][C:3]([C:5]1[S:6][CH:7]=[C:8]2[C:13]3=[CH:14][NH:15][N:16]=[C:12]3[C:11]([NH:40][C:39]3[CH:38]=[CH:37][C:36]([N:33]4[CH2:32][CH2:31][N:30]([CH:27]5[CH2:29][CH2:28]5)[CH2:35][CH2:34]4)=[CH:42][CH:41]=3)=[N:10][C:9]=12)=[O:4], predict the reactants needed to synthesize it. The reactants are: [CH3:1][O:2][C:3]([C:5]1[S:6][CH:7]=[C:8]2[C:13]3=[CH:14][N:15](CC4C=CC(OC)=CC=4)[N:16]=[C:12]3[C:11](Cl)=[N:10][C:9]=12)=[O:4].[CH:27]1([N:30]2[CH2:35][CH2:34][N:33]([C:36]3[CH:42]=[CH:41][C:39]([NH2:40])=[CH:38][CH:37]=3)[CH2:32][CH2:31]2)[CH2:29][CH2:28]1.Cl. (3) Given the product [N:4]1([CH2:3][CH2:2][CH:6]2[CH2:5][CH2:7][CH2:7][C:5]3[NH:4][C:3]([CH:8]=[O:9])=[CH:2][C:6]2=3)[CH2:14][CH2:10][CH2:11][CH2:12]1, predict the reactants needed to synthesize it. The reactants are: C[C:2]1[CH:6]=[C:5]([CH3:7])[NH:4][C:3]=1[CH:8]=[O:9].[CH2:10]1[CH2:14]O[CH2:12][CH2:11]1. (4) The reactants are: [C:1]([NH:4][CH2:5][C@H:6]1[CH2:11][CH2:10][C@H:9]([CH2:12][C:13]([O:15][CH2:16][CH3:17])=[O:14])[CH2:8][CH2:7]1)(=O)[CH3:2].[BH4-].[Na+].C(O)(=O)C.O. Given the product [CH2:1]([NH:4][CH2:5][C@H:6]1[CH2:11][CH2:10][C@H:9]([CH2:12][C:13]([O:15][CH2:16][CH3:17])=[O:14])[CH2:8][CH2:7]1)[CH3:2], predict the reactants needed to synthesize it. (5) Given the product [O:4]1[C:8]([C:9]2[CH:14]=[CH:13][C:12]([NH:15][N:16]=[CH:17][C:18]3[CH:32]=[CH:31][C:21]([CH2:22][NH2:23])=[CH:20][CH:19]=3)=[CH:11][CH:10]=2)=[CH:7][N:6]=[CH:5]1, predict the reactants needed to synthesize it. The reactants are: Cl.CO.[O:4]1[C:8]([C:9]2[CH:14]=[CH:13][C:12]([NH:15][N:16]=[CH:17][C:18]3[CH:32]=[CH:31][C:21]([CH2:22][NH:23]C(=O)OC(C)(C)C)=[CH:20][CH:19]=3)=[CH:11][CH:10]=2)=[CH:7][N:6]=[CH:5]1. (6) Given the product [CH3:24][S:25]([O:10][C@@H:7]1[CH2:8][CH2:9][C@@H:6]1[O:5][C:4]1[CH:11]=[CH:12][CH:13]=[CH:14][C:3]=1[C:2]([F:15])([F:16])[F:1])(=[O:27])=[O:26], predict the reactants needed to synthesize it. The reactants are: [F:1][C:2]([F:16])([F:15])[C:3]1[CH:14]=[CH:13][CH:12]=[CH:11][C:4]=1[O:5][C@H:6]1[CH2:9][CH2:8][C@H:7]1[OH:10].C(N(CC)CC)C.[CH3:24][S:25](Cl)(=[O:27])=[O:26]. (7) Given the product [CH3:32][O:36][C:37]([C:8]1[N:9]([C:12]2[CH:17]=[CH:16][CH:15]=[CH:14][CH:13]=2)[C:10]2[C:5]([C:6](=[O:31])[C:7]=1[CH2:18][NH:19][C:20]([CH:22]1[CH2:23][CH2:24][N:39]([C:37]([O:36][C:32]([CH3:33])([CH3:34])[CH3:35])=[O:38])[CH2:44][CH2:27]1)=[O:21])=[CH:4][CH:3]=[C:2]([Cl:1])[CH:11]=2)=[O:38], predict the reactants needed to synthesize it. The reactants are: [Cl:1][C:2]1[CH:11]=[C:10]2[C:5]([C:6](=[O:31])[C:7]([CH2:18][NH:19][C:20]([C:22]3[CH:23]=[C:24]4NC=NC4=N[CH:27]=3)=[O:21])=[CH:8][N:9]2[C:12]2[CH:17]=[CH:16][CH:15]=[CH:14][CH:13]=2)=[CH:4][CH:3]=1.[C:32]([O:36][C:37]([N:39]1[CH2:44]CC(C(O)=O)CC1)=[O:38])([CH3:35])([CH3:34])[CH3:33].